This data is from Full USPTO retrosynthesis dataset with 1.9M reactions from patents (1976-2016). The task is: Predict the reactants needed to synthesize the given product. (1) Given the product [Cl:1][C:2]1[CH:3]=[C:4]([N:10]2[C:14]([CH3:15])=[C:13]([O:16][C:17]3[CH:18]=[CH:19][C:20]([C:21]([NH:38][C:39]([CH3:45])([CH3:44])[C:40]([O:42][CH3:43])=[O:41])=[O:22])=[CH:24][CH:25]=3)[C:12]([CH3:26])=[N:11]2)[CH:5]=[CH:6][C:7]=1[C:8]#[N:9], predict the reactants needed to synthesize it. The reactants are: [Cl:1][C:2]1[CH:3]=[C:4]([N:10]2[C:14]([CH3:15])=[C:13]([O:16][C:17]3[CH:25]=[CH:24][C:20]([C:21](O)=[O:22])=[CH:19][CH:18]=3)[C:12]([CH3:26])=[N:11]2)[CH:5]=[CH:6][C:7]=1[C:8]#[N:9].ON1C2C=CC=CC=2N=N1.Cl.[NH2:38][C:39]([CH3:45])([CH3:44])[C:40]([O:42][CH3:43])=[O:41].Cl.CN(C)CCCN=C=NCC.Cl. (2) Given the product [S:32]1[C:33]2[CH:38]=[CH:37][CH:36]=[CH:35][C:34]=2[C:30]([N:24]2[CH2:25][CH2:26][N:27]([CH2:8][CH2:9][CH2:10][C:11]3[CH:12]=[C:13]4[C:18](=[CH:19][CH:20]=3)[NH:17][C:16](=[O:21])[CH:15]([CH3:22])[CH2:14]4)[CH2:28][CH2:29]2)=[N:31]1, predict the reactants needed to synthesize it. The reactants are: C(=O)([O-])[O-].[Na+].[Na+].Cl[CH2:8][CH2:9][CH2:10][C:11]1[CH:12]=[C:13]2[C:18](=[CH:19][CH:20]=1)[NH:17][C:16](=[O:21])[CH:15]([CH3:22])[CH2:14]2.Cl.[N:24]1([C:30]2[C:34]3[CH:35]=[CH:36][CH:37]=[CH:38][C:33]=3[S:32][N:31]=2)[CH2:29][CH2:28][NH:27][CH2:26][CH2:25]1. (3) Given the product [CH3:16][O:15][C:12]1[CH:11]=[CH:10][C:9]([C:8]([O:18][C:4]2[CH:5]=[CH:6][C:1]([O:7][CH2:21][CH2:20][CH:19]=[CH2:24])=[CH:2][CH:3]=2)=[O:17])=[CH:14][CH:13]=1, predict the reactants needed to synthesize it. The reactants are: [C:1]1([OH:7])[CH:6]=[CH:5][CH:4]=[CH:3][CH:2]=1.[C:8]([OH:18])(=[O:17])[C:9]1[CH:14]=[CH:13][C:12]([O:15][CH3:16])=[CH:11][CH:10]=1.[CH:19]1(N=C=N[CH:19]2[CH2:24]CC[CH2:21][CH2:20]2)[CH2:24]CC[CH2:21][CH2:20]1. (4) Given the product [CH3:1][C:2]1[NH:3][C:4]2[C:9]([C:10]=1[CH3:11])=[C:8]([N:12]1[CH2:17][CH2:16][CH2:15][CH:14]([N:18]([CH3:19])[S:43]([CH:42]=[CH2:41])(=[O:45])=[O:44])[CH2:13]1)[CH:7]=[CH:6][C:5]=2[C:20]([NH2:22])=[O:21], predict the reactants needed to synthesize it. The reactants are: [CH3:1][C:2]1[NH:3][C:4]2[C:9]([C:10]=1[CH3:11])=[C:8]([N:12]1[CH2:17][CH2:16][CH2:15][CH:14]([NH:18][CH3:19])[CH2:13]1)[CH:7]=[CH:6][C:5]=2[C:20]([NH2:22])=[O:21].C(Cl)Cl.C1COCC1.CCN(C(C)C)C(C)C.Cl[CH2:41][CH2:42][S:43](Cl)(=[O:45])=[O:44].